Dataset: Forward reaction prediction with 1.9M reactions from USPTO patents (1976-2016). Task: Predict the product of the given reaction. (1) Given the reactants [CH2:1]([CH:8]([NH:20][CH:21]=O)[CH2:9][C:10]1[CH:15]=[CH:14][C:13]([O:16][CH3:17])=[C:12]([O:18][CH3:19])[CH:11]=1)[C:2]1[CH:7]=[CH:6][CH:5]=[CH:4][CH:3]=1.C1(P(Cl)(C2C=CC=CC=2)=O)C=CC=CC=1.[OH-].[NH4+], predict the reaction product. The product is: [CH2:1]([CH:8]1[CH2:9][C:10]2[C:15](=[CH:14][C:13]([O:16][CH3:17])=[C:12]([O:18][CH3:19])[CH:11]=2)[CH:21]=[N:20]1)[C:2]1[CH:3]=[CH:4][CH:5]=[CH:6][CH:7]=1. (2) Given the reactants [Cl:1][C:2]1[CH:7]=[CH:6][CH:5]=[CH:4][C:3]=1[C:8]1[C:12]([C:13]([C:15]2[CH:20]=[CH:19][C:18]([O:21][CH:22]3[CH2:25][N:24]([CH2:26][CH2:27][CH3:28])[CH2:23]3)=[CH:17][CH:16]=2)=O)=[C:11]([C:29]2[CH:34]=[CH:33][C:32]([OH:35])=[CH:31][CH:30]=2)[O:10][N:9]=1.[CH3:36][Li].O, predict the reaction product. The product is: [Cl:1][C:2]1[CH:7]=[CH:6][CH:5]=[CH:4][C:3]=1[C:8]1[C:12]([C:13]([C:15]2[CH:16]=[CH:17][C:18]([O:21][CH:22]3[CH2:25][N:24]([CH2:26][CH2:27][CH3:28])[CH2:23]3)=[CH:19][CH:20]=2)=[CH2:36])=[C:11]([C:29]2[CH:34]=[CH:33][C:32]([OH:35])=[CH:31][CH:30]=2)[O:10][N:9]=1.